The task is: Predict the reaction yield, written as a fraction of the theoretical maximum amount of product (1.0 means a 100% yield; for example, 0.34 means a 34% yield).. This data is from Reaction yield outcomes from USPTO patents with 853,638 reactions. (1) The reactants are C[O:2][C:3](=[O:28])[CH2:4][NH:5][C:6]1[C:11]([Cl:12])=[C:10]([S:13]([C:16]2[CH:21]=[CH:20][C:19]([OH:22])=[C:18]([CH:23]([CH3:25])[CH3:24])[CH:17]=2)(=[O:15])=[O:14])[C:9]([Cl:26])=[C:8]([F:27])[N:7]=1.[Li+].[OH-].Cl. The catalyst is C1COCC1. The product is [Cl:12][C:11]1[C:6]([NH:5][CH2:4][C:3]([OH:28])=[O:2])=[N:7][C:8]([F:27])=[C:9]([Cl:26])[C:10]=1[S:13]([C:16]1[CH:21]=[CH:20][C:19]([OH:22])=[C:18]([CH:23]([CH3:25])[CH3:24])[CH:17]=1)(=[O:14])=[O:15]. The yield is 0.890. (2) The yield is 0.540. No catalyst specified. The product is [F:6][C:7]1[CH:12]=[CH:11][C:10]([N+:13]([O-:15])=[O:14])=[CH:9][C:8]=1[N:16]1[CH:20]=[CH:19][CH:18]=[C:17]1[CH:24]=[O:25]. The reactants are O=P(Cl)(Cl)Cl.[F:6][C:7]1[CH:12]=[CH:11][C:10]([N+:13]([O-:15])=[O:14])=[CH:9][C:8]=1[N:16]1[CH:20]=[CH:19][CH:18]=[CH:17]1.CN([CH:24]=[O:25])C.